Dataset: Forward reaction prediction with 1.9M reactions from USPTO patents (1976-2016). Task: Predict the product of the given reaction. Given the reactants C([O:8][C:9]1[C:10]([O:34][CH3:35])=[CH:11][C:12]2[CH2:21][CH2:20][N:19]3[CH:14]([CH2:15][C:16]4[C:25]([Cl:26])=[CH:24][C:23]([O:27][CH3:28])=[C:22]([O:29][CH2:30][CH2:31][OH:32])[C:17]=4[CH2:18]3)[C:13]=2[CH:33]=1)C1C=CC=CC=1, predict the reaction product. The product is: [OH:8][C:9]1[C:10]([O:34][CH3:35])=[CH:11][C:12]2[CH2:21][CH2:20][N:19]3[CH:14]([CH2:15][C:16]4[C:25]([Cl:26])=[CH:24][C:23]([O:27][CH3:28])=[C:22]([O:29][CH2:30][CH2:31][OH:32])[C:17]=4[CH2:18]3)[C:13]=2[CH:33]=1.